Dataset: Catalyst prediction with 721,799 reactions and 888 catalyst types from USPTO. Task: Predict which catalyst facilitates the given reaction. (1) Reactant: C(O[C:4](=[O:28])[CH2:5][O:6][C:7]1[CH:12]=[CH:11][C:10]([CH2:13][CH2:14][CH2:15][CH2:16][NH:17][C:18]([O:20][CH2:21][C:22]2[CH:27]=[CH:26][CH:25]=[CH:24][CH:23]=2)=[O:19])=[CH:9][CH:8]=1)C.[OH:29][CH2:30][CH2:31][NH:32][CH2:33][CH2:34][OH:35]. Product: [CH2:21]([O:20][C:18](=[O:19])[NH:17][CH2:16][CH2:15][CH2:14][CH2:13][C:10]1[CH:9]=[CH:8][C:7]([O:6][CH2:5][C:4](=[O:28])[N:32]([CH2:33][CH2:34][OH:35])[CH2:31][CH2:30][OH:29])=[CH:12][CH:11]=1)[C:22]1[CH:23]=[CH:24][CH:25]=[CH:26][CH:27]=1. The catalyst class is: 8. (2) Reactant: [CH2:1]([O:8][C:9](=[O:35])[NH:10][CH:11]1[C:20]2[C:15](=[CH:16][CH:17]=[C:18]([C:21]([F:24])([F:23])[F:22])[CH:19]=2)[NH:14][CH:13]([CH2:25][CH2:26][O:27][CH2:28][C:29]2[CH:34]=[CH:33][CH:32]=[CH:31][CH:30]=2)[CH2:12]1)[C:2]1[CH:7]=[CH:6][CH:5]=[CH:4][CH:3]=1.N1C=CC=CC=1.[F:42][C:43]([F:54])([F:53])[C:44](O[C:44](=[O:45])[C:43]([F:54])([F:53])[F:42])=[O:45]. Product: [CH2:1]([O:8][C:9](=[O:35])[NH:10][CH:11]1[C:20]2[C:15](=[CH:16][CH:17]=[C:18]([C:21]([F:24])([F:22])[F:23])[CH:19]=2)[N:14]([C:44](=[O:45])[C:43]([F:54])([F:53])[F:42])[CH:13]([CH2:25][CH2:26][O:27][CH2:28][C:29]2[CH:34]=[CH:33][CH:32]=[CH:31][CH:30]=2)[CH2:12]1)[C:2]1[CH:3]=[CH:4][CH:5]=[CH:6][CH:7]=1. The catalyst class is: 4. (3) Reactant: [NH2:1][C:2]1[CH:7]=[CH:6][C:5]([CH2:8][CH2:9][O:10][C:11]2[CH:12]=[CH:13][C:14]3[N:18]=[C:17]([CH2:19][O:20][C:21]4[CH:34]=[CH:33][C:24]([CH2:25][CH:26]5[S:30][C:29](=[O:31])[NH:28][C:27]5=[O:32])=[CH:23][CH:22]=4)[N:16]([CH3:35])[C:15]=3[CH:36]=2)=[CH:4][CH:3]=1.[Cl:37][C:38]1[CH:43]=[CH:42][C:41]([N:44]=[C:45]=[O:46])=[CH:40][CH:39]=1. Product: [Cl:37][C:38]1[CH:43]=[CH:42][C:41]([NH:44][C:45]([NH:1][C:2]2[CH:7]=[CH:6][C:5]([CH2:8][CH2:9][O:10][C:11]3[CH:12]=[CH:13][C:14]4[N:18]=[C:17]([CH2:19][O:20][C:21]5[CH:34]=[CH:33][C:24]([CH2:25][CH:26]6[S:30][C:29](=[O:31])[NH:28][C:27]6=[O:32])=[CH:23][CH:22]=5)[N:16]([CH3:35])[C:15]=4[CH:36]=3)=[CH:4][CH:3]=2)=[O:46])=[CH:40][CH:39]=1. The catalyst class is: 9. (4) Reactant: [F:1][C:2]1[C:3]([N+:17]([O-:19])=[O:18])=[C:4]([CH:14]=[CH:15][CH:16]=1)[N:5]([CH2:10][CH:11]([CH3:13])[CH3:12])[CH2:6][CH:7]([CH3:9])[CH3:8].[Br:20]N1C(=O)CCC1=O. Product: [Br:20][C:16]1[CH:15]=[CH:14][C:4]([N:5]([CH2:10][CH:11]([CH3:12])[CH3:13])[CH2:6][CH:7]([CH3:8])[CH3:9])=[C:3]([N+:17]([O-:19])=[O:18])[C:2]=1[F:1]. The catalyst class is: 3. (5) Reactant: C([C:3]1[C:4](=[O:11])[NH:5][C:6]([CH3:10])=[C:7]([CH3:9])[CH:8]=1)#N.Cl. Product: [CH3:9][C:7]1[CH:8]=[CH:3][C:4](=[O:11])[NH:5][C:6]=1[CH3:10]. The catalyst class is: 6. (6) Reactant: [OH:1][CH:2]1[CH2:5][C:4]2([CH2:10][CH2:9][N:8]([C:11]([O:13][C:14]([CH3:17])([CH3:16])[CH3:15])=[O:12])[CH2:7][CH2:6]2)[CH2:3]1.CCN(CC)CC.[CH3:25][S:26](Cl)(=[O:28])=[O:27].[NH4+].[Cl-]. Product: [CH3:25][S:26]([O:1][CH:2]1[CH2:5][C:4]2([CH2:10][CH2:9][N:8]([C:11]([O:13][C:14]([CH3:17])([CH3:16])[CH3:15])=[O:12])[CH2:7][CH2:6]2)[CH2:3]1)(=[O:28])=[O:27]. The catalyst class is: 64.